Dataset: Peptide-MHC class I binding affinity with 185,985 pairs from IEDB/IMGT. Task: Regression. Given a peptide amino acid sequence and an MHC pseudo amino acid sequence, predict their binding affinity value. This is MHC class I binding data. (1) The MHC is HLA-A26:01 with pseudo-sequence HLA-A26:01. The peptide sequence is HTSSMRGVY. The binding affinity (normalized) is 0.855. (2) The peptide sequence is IYSPSNHHI. The MHC is H-2-Dd with pseudo-sequence H-2-Dd. The binding affinity (normalized) is 0.0988.